This data is from Catalyst prediction with 721,799 reactions and 888 catalyst types from USPTO. The task is: Predict which catalyst facilitates the given reaction. (1) Reactant: O[C:2]1[CH:9]=[CH:8][C:5](C=O)=[CH:4][C:3]=1[O:10][CH3:11].BrC[C:14]([NH:16]C1C=CC(Br)=CC=1)=[O:15].C(=O)([O-])[O-].[K+].[K+].C(#N)CC. Product: [O:10]([CH2:11][C:14]([NH2:16])=[O:15])[C:3]1[CH:2]=[CH:9][CH:8]=[CH:5][CH:4]=1. The catalyst class is: 13. (2) The catalyst class is: 3. Product: [CH2:3]([O:10][C:11]1[CH:12]=[CH:13][C:14]([N:17]2[C:21]3=[N:22][CH:23]=[CH:24][C:25]([C:26]([F:29])([F:28])[F:27])=[C:20]3[N:19]([CH2:32][CH3:33])[C:18]2=[O:30])=[CH:15][CH:16]=1)[C:4]1[CH:5]=[CH:6][CH:7]=[CH:8][CH:9]=1. Reactant: [H-].[Na+].[CH2:3]([O:10][C:11]1[CH:16]=[CH:15][C:14]([N:17]2[C:21]3=[N:22][CH:23]=[CH:24][C:25]([C:26]([F:29])([F:28])[F:27])=[C:20]3[NH:19][C:18]2=[O:30])=[CH:13][CH:12]=1)[C:4]1[CH:9]=[CH:8][CH:7]=[CH:6][CH:5]=1.I[CH2:32][CH3:33].C([O-])(O)=O.[Na+].